Dataset: NCI-60 drug combinations with 297,098 pairs across 59 cell lines. Task: Regression. Given two drug SMILES strings and cell line genomic features, predict the synergy score measuring deviation from expected non-interaction effect. (1) Drug 1: CS(=O)(=O)CCNCC1=CC=C(O1)C2=CC3=C(C=C2)N=CN=C3NC4=CC(=C(C=C4)OCC5=CC(=CC=C5)F)Cl. Drug 2: C1CN(CCN1C(=O)CCBr)C(=O)CCBr. Cell line: NCI/ADR-RES. Synergy scores: CSS=20.7, Synergy_ZIP=-7.74, Synergy_Bliss=-2.73, Synergy_Loewe=-2.06, Synergy_HSA=-1.90. (2) Drug 1: C1=C(C(=O)NC(=O)N1)F. Drug 2: CC1C(C(CC(O1)OC2CC(CC3=C2C(=C4C(=C3O)C(=O)C5=CC=CC=C5C4=O)O)(C(=O)C)O)N)O. Cell line: LOX IMVI. Synergy scores: CSS=59.9, Synergy_ZIP=-1.02, Synergy_Bliss=-1.94, Synergy_Loewe=0.712, Synergy_HSA=3.95. (3) Drug 2: COC1=C(C=C2C(=C1)N=CN=C2NC3=CC(=C(C=C3)F)Cl)OCCCN4CCOCC4. Cell line: DU-145. Drug 1: CC1C(C(CC(O1)OC2CC(CC3=C2C(=C4C(=C3O)C(=O)C5=C(C4=O)C(=CC=C5)OC)O)(C(=O)CO)O)N)O.Cl. Synergy scores: CSS=10.3, Synergy_ZIP=-3.63, Synergy_Bliss=2.36, Synergy_Loewe=3.78, Synergy_HSA=3.31. (4) Drug 1: COC1=C2C(=CC3=C1OC=C3)C=CC(=O)O2. Drug 2: COCCOC1=C(C=C2C(=C1)C(=NC=N2)NC3=CC=CC(=C3)C#C)OCCOC.Cl. Cell line: MDA-MB-435. Synergy scores: CSS=5.36, Synergy_ZIP=-1.35, Synergy_Bliss=-0.185, Synergy_Loewe=-0.224, Synergy_HSA=-2.10.